From a dataset of Full USPTO retrosynthesis dataset with 1.9M reactions from patents (1976-2016). Predict the reactants needed to synthesize the given product. (1) Given the product [Br:1][CH2:10][C:9]1[C:4]([F:3])=[C:5]([NH:13][S:14]([CH2:17][CH2:18][CH3:19])(=[O:16])=[O:15])[CH:6]=[CH:7][C:8]=1[F:12], predict the reactants needed to synthesize it. The reactants are: [Br:1]Br.[F:3][C:4]1[C:9]([CH2:10]O)=[C:8]([F:12])[CH:7]=[CH:6][C:5]=1[NH:13][S:14]([CH2:17][CH2:18][CH3:19])(=[O:16])=[O:15]. (2) Given the product [CH2:14]([O:7][C:6](=[O:8])[C:5]1[CH:9]=[CH:10][CH:11]=[N:12][C:4]=1[NH2:3])[CH3:15], predict the reactants needed to synthesize it. The reactants are: [H-].[Na+].[NH2:3][C:4]1[N:12]=[CH:11][CH:10]=[CH:9][C:5]=1[C:6]([OH:8])=[O:7].I[CH2:14][CH3:15]. (3) Given the product [CH3:14][O:15][C:16]1[CH:17]=[C:18]2[C:19]([C:29]([OH:30])=[CH:24][CH:23]=[N:22]2)=[CH:20][CH:21]=1, predict the reactants needed to synthesize it. The reactants are: O(C1C=CC=CC=1)C1C=CC=CC=1.[CH3:14][O:15][C:16]1[CH:17]=[C:18]([NH:22][CH:23]=[C:24]2[C:29](=[O:30])OC(C)(C)OC2=O)[CH:19]=[CH:20][CH:21]=1. (4) Given the product [N:12]1[CH:17]=[CH:16][CH:15]=[CH:14][C:13]=1[C:18]1[C:19]([C:26]2[C:35]3[C:30](=[CH:31][C:32]([O:7][CH2:6][CH:2]4[CH2:3][CH2:4][CH2:5][O:1]4)=[CH:33][CH:34]=3)[N:29]=[CH:28][CH:27]=2)=[C:20]2[CH2:25][CH2:24][CH2:23][N:21]2[N:22]=1, predict the reactants needed to synthesize it. The reactants are: [O:1]1[CH2:5][CH2:4][CH2:3][CH:2]1[CH2:6][O:7]S(C)(=O)=O.[N:12]1[CH:17]=[CH:16][CH:15]=[CH:14][C:13]=1[C:18]1[C:19]([C:26]2[C:35]3[C:30](=[CH:31][C:32](O)=[CH:33][CH:34]=3)[N:29]=[CH:28][CH:27]=2)=[C:20]2[CH2:25][CH2:24][CH2:23][N:21]2[N:22]=1.C(=O)([O-])[O-].[Cs+].[Cs+]. (5) The reactants are: C1(P(C2C=CC=CC=2)C2C=CC=CC=2)C=CC=CC=1.N(C(OCC)=O)=NC(OCC)=O.[OH:32][C:33]1[CH:38]=[CH:37][CH:36]=[CH:35][N:34]=1.O[CH2:40][C:41]1[CH:46]=[CH:45][C:44]([C:47]([O:49][CH3:50])=[O:48])=[CH:43][CH:42]=1. Given the product [N:34]1[CH:35]=[CH:36][CH:37]=[CH:38][C:33]=1[O:32][CH2:40][C:41]1[CH:42]=[CH:43][C:44]([C:47]([O:49][CH3:50])=[O:48])=[CH:45][CH:46]=1, predict the reactants needed to synthesize it. (6) Given the product [C:3]([O:29][C@H:28]1[C:24]([Cl:23])([Cl:40])[C@H:25]([N:32]2[CH:37]=[CH:36][C:35](=[O:38])[NH:34][C:33]2=[O:39])[O:26][C@@H:27]1[CH2:30][OH:31])(=[O:2])[CH3:4], predict the reactants needed to synthesize it. The reactants are: C[O:2][C:3]1C=CC=C[C:4]=1C(Cl)(C1C=CC=CC=1)C1C=CC=CC=1.[Cl:23][C:24]1([Cl:40])[C@H:28]([OH:29])[C@@H:27]([CH2:30][OH:31])[O:26][C@H:25]1[N:32]1[CH:37]=[CH:36][C:35](=[O:38])[NH:34][C:33]1=[O:39].C(OC(=O)C)(=O)C.CO.